The task is: Predict which catalyst facilitates the given reaction.. This data is from Catalyst prediction with 721,799 reactions and 888 catalyst types from USPTO. (1) Reactant: [C:1]([N:4]1[C:13]2[C:8](=[CH:9][C:10]([N:14]3[CH:18]=[C:17]([C:19]([O:21]CC)=[O:20])[N:16]=[CH:15]3)=[CH:11][CH:12]=2)[C@H:7]([NH:24][C:25]([O:27][CH:28]([CH3:30])[CH3:29])=[O:26])[CH2:6][C@@H:5]1[CH3:31])(=[O:3])[CH3:2].[OH-].[Li+]. Product: [C:1]([N:4]1[C:13]2[C:8](=[CH:9][C:10]([N:14]3[CH:18]=[C:17]([C:19]([OH:21])=[O:20])[N:16]=[CH:15]3)=[CH:11][CH:12]=2)[C@H:7]([NH:24][C:25]([O:27][CH:28]([CH3:30])[CH3:29])=[O:26])[CH2:6][C@@H:5]1[CH3:31])(=[O:3])[CH3:2]. The catalyst class is: 5. (2) Reactant: [ClH:1].C[O:3][C:4]([C:6]1(C(OC)=O)[C:10]2([CH2:15][CH2:14][CH2:13][CH2:12][CH2:11]2)[CH2:9][NH:8][CH2:7]1)=[O:5].[H][H]. Product: [ClH:1].[CH2:9]1[C:10]2([CH2:15][CH2:14][CH2:13][CH2:12][CH2:11]2)[CH:6]([C:4]([OH:5])=[O:3])[CH2:7][NH:8]1. The catalyst class is: 5. (3) Reactant: [Cl:1][C:2]1[C:7]([NH:8][S:9]([C:12]2[CH:17]=[CH:16][C:15]([F:18])=[CH:14][CH:13]=2)(=[O:11])=[O:10])=[CH:6][C:5]([N:19]=C(C2C=CC=CC=2)C2C=CC=CC=2)=[CH:4][N:3]=1. Product: [NH2:19][C:5]1[CH:6]=[C:7]([NH:8][S:9]([C:12]2[CH:13]=[CH:14][C:15]([F:18])=[CH:16][CH:17]=2)(=[O:10])=[O:11])[C:2]([Cl:1])=[N:3][CH:4]=1. The catalyst class is: 295. (4) Product: [CH2:1]([O:8][C:9]1[CH:16]=[CH:15][C:12]([CH:13]=[N+:25]([CH:17]2[CH2:24][CH2:23][CH2:22][CH2:21][CH2:20][CH2:19][CH2:18]2)[O-:26])=[CH:11][CH:10]=1)[C:2]1[CH:7]=[CH:6][CH:5]=[CH:4][CH:3]=1. Reactant: [CH2:1]([O:8][C:9]1[CH:16]=[CH:15][C:12]([CH:13]=O)=[CH:11][CH:10]=1)[C:2]1[CH:7]=[CH:6][CH:5]=[CH:4][CH:3]=1.[CH:17]1([NH:25][OH:26])[CH2:24][CH2:23][CH2:22][CH2:21][CH2:20][CH2:19][CH2:18]1.Cl.O. The catalyst class is: 5. (5) Reactant: [Br:1][C:2]1[CH:3]=[CH:4][C:5]([F:17])=[C:6]([CH:8]([C:10]2[CH:15]=[CH:14][C:13]([Cl:16])=[CH:12][CH:11]=2)O)[CH:7]=1.C([SiH](CC)CC)C.B(F)(F)F.CCOCC. Product: [Cl:16][C:13]1[CH:12]=[CH:11][C:10]([CH2:8][C:6]2[CH:7]=[C:2]([Br:1])[CH:3]=[CH:4][C:5]=2[F:17])=[CH:15][CH:14]=1. The catalyst class is: 545. (6) Reactant: Br[C:2]1[C:3]([Cl:30])=[C:4]([O:20][C:21]2[CH:26]=[C:25]([C:27]#[N:28])[CH:24]=[C:23]([Cl:29])[CH:22]=2)[C:5]([F:19])=[C:6]([CH2:8][NH:9][C:10]([C:12]2[NH:16][C:15]([CH3:17])=[N:14][C:13]=2[Cl:18])=[O:11])[CH:7]=1.[C:31]([OH:37])([C:33]([F:36])([F:35])[F:34])=[O:32].[CH3:38][N:39](C=O)C. Product: [F:34][C:33]([F:36])([F:35])[C:31]([OH:37])=[O:32].[Cl:18][C:13]1[N:14]=[C:15]([CH3:17])[NH:16][C:12]=1[C:10]([NH:9][CH2:8][C:6]1[CH:7]=[C:2]([C:38]#[N:39])[C:3]([Cl:30])=[C:4]([O:20][C:21]2[CH:26]=[C:25]([C:27]#[N:28])[CH:24]=[C:23]([Cl:29])[CH:22]=2)[C:5]=1[F:19])=[O:11]. The catalyst class is: 267. (7) Reactant: C(O[C:4]([C:6]1[C:11](=[O:12])[N:10]([CH2:13][CH2:14][CH:15]([CH3:17])[CH3:16])[N:9]2[CH:18]=[C:19]([F:21])[CH:20]=[C:8]2[C:7]=1[OH:22])=O)C.[NH2:23][C:24]1[CH:29]=[CH:28][C:27]([I:30])=[CH:26][C:25]=1[S:31]([NH2:34])(=[O:33])=[O:32].N12CCCN=C1CCCCC2. Product: [F:21][C:19]1[CH:20]=[C:8]2[C:7]([OH:22])=[C:6]([C:4]3[NH:23][C:24]4[CH:29]=[CH:28][C:27]([I:30])=[CH:26][C:25]=4[S:31](=[O:33])(=[O:32])[N:34]=3)[C:11](=[O:12])[N:10]([CH2:13][CH2:14][CH:15]([CH3:16])[CH3:17])[N:9]2[CH:18]=1. The catalyst class is: 17.